This data is from Serine/threonine kinase 33 screen with 319,792 compounds. The task is: Binary Classification. Given a drug SMILES string, predict its activity (active/inactive) in a high-throughput screening assay against a specified biological target. (1) The compound is F\C(C(NC(OCc1ccccc1)=O)c1ccc(cc1)C(OC)=O)=C/C(C(=O)NCc1ccc(cc1)c1ccccc1)C. The result is 0 (inactive). (2) The drug is Clc1cc(N2CCN(CC2)Cc2cc(OC)c(OC)c(OC)c2)ccc1. The result is 0 (inactive). (3) The molecule is Fc1c(NC(=O)NC(=O)Cn2nnc(c2C(OC)=O)C(OC)=O)cccc1. The result is 0 (inactive). (4) The drug is Clc1ccc(C(=O)c2oc(nn2)c2ccncc2)cc1. The result is 0 (inactive).